The task is: Predict which catalyst facilitates the given reaction.. This data is from Catalyst prediction with 721,799 reactions and 888 catalyst types from USPTO. (1) Reactant: CO[C:3]([C:5]1[CH:10]=[N:9][CH:8]=[CH:7][N:6]=1)=[NH:4].[C:11]([OH:16])(=[O:15])[C:12]([OH:14])=[O:13].[CH2:17]([NH:19][NH2:20])[CH3:18]. Product: [C:11]([OH:16])(=[O:15])[C:12]([OH:14])=[O:13].[CH2:17]([NH:19][NH:20][C:3]([C:5]1[CH:10]=[N:9][CH:8]=[CH:7][N:6]=1)=[NH:4])[CH3:18]. The catalyst class is: 17. (2) Reactant: [CH:1]1([CH2:4][S:5]([CH:8]2[CH2:13][CH2:12][C:11]([C:16]([N:18]3[CH2:22][CH2:21][CH2:20][CH2:19]3)=[O:17])([C:14]#[N:15])[CH2:10][CH2:9]2)(=[O:7])=[O:6])[CH2:3][CH2:2]1. Product: [NH2:15][CH2:14][C:11]1([C:16]([N:18]2[CH2:19][CH2:20][CH2:21][CH2:22]2)=[O:17])[CH2:12][CH2:13][CH:8]([S:5]([CH2:4][CH:1]2[CH2:3][CH2:2]2)(=[O:6])=[O:7])[CH2:9][CH2:10]1. The catalyst class is: 834. (3) Reactant: [C:1]([N:4]1[C:13]2[C:8](=[CH:9][C:10]([F:14])=[CH:11][CH:12]=2)[C@H:7]([NH:15]C(=O)OCC2C=CC=CC=2)[C@@H:6]([CH3:26])[C@@H:5]1[CH3:27])(=[O:3])[CH3:2]. Product: [NH2:15][C@H:7]1[C:8]2[C:13](=[CH:12][CH:11]=[C:10]([F:14])[CH:9]=2)[N:4]([C:1](=[O:3])[CH3:2])[C@@H:5]([CH3:27])[C@@H:6]1[CH3:26]. The catalyst class is: 29. (4) Reactant: [ClH:1].[CH3:2][C@:3]([NH2:18])([C:12]1[CH:17]=[CH:16][CH:15]=[CH:14][CH:13]=1)[C:4]([N:6]1[CH2:11][CH2:10][O:9][CH2:8][CH2:7]1)=O.CSC.B. Product: [ClH:1].[ClH:1].[CH3:2][C@:3]([NH2:18])([C:12]1[CH:17]=[CH:16][CH:15]=[CH:14][CH:13]=1)[CH2:4][N:6]1[CH2:7][CH2:8][O:9][CH2:10][CH2:11]1. The catalyst class is: 1. (5) Reactant: [O:1]1[C:10]2[CH:9]=[C:8]([CH2:11][N:12]([CH2:19][CH:20]3[CH2:25][CH2:24][CH2:23][N:22]([CH2:26][CH2:27][N:28]4[C:37]5[C:32](=[N:33][CH:34]=[C:35]([F:38])[CH:36]=5)[CH:31]=[CH:30][C:29]4=[O:39])[CH2:21]3)C(=O)C(F)(F)F)[N:7]=[CH:6][C:5]=2[O:4][CH2:3][CH2:2]1.CO.C(=O)([O-])[O-].[K+].[K+]. Product: [O:1]1[C:10]2[CH:9]=[C:8]([CH2:11][NH:12][CH2:19][CH:20]3[CH2:25][CH2:24][CH2:23][N:22]([CH2:26][CH2:27][N:28]4[C:37]5[C:32](=[N:33][CH:34]=[C:35]([F:38])[CH:36]=5)[CH:31]=[CH:30][C:29]4=[O:39])[CH2:21]3)[N:7]=[CH:6][C:5]=2[O:4][CH2:3][CH2:2]1. The catalyst class is: 6. (6) Reactant: Cl.[N:2]1[CH:7]=[CH:6][C:5]([C:8]2[CH:9]=[C:10]([CH:13]=[CH:14][CH:15]=2)[CH2:11][NH2:12])=[CH:4][CH:3]=1.C([O-])(O)=O.[Na+].[C:21](O[C:21]([O:23][C:24]([CH3:27])([CH3:26])[CH3:25])=[O:22])([O:23][C:24]([CH3:27])([CH3:26])[CH3:25])=[O:22]. Product: [C:24]([O:23][C:21](=[O:22])[NH:12][CH2:11][C:10]1[CH:13]=[CH:14][CH:15]=[C:8]([C:5]2[CH:6]=[CH:7][N:2]=[CH:3][CH:4]=2)[CH:9]=1)([CH3:27])([CH3:26])[CH3:25]. The catalyst class is: 5. (7) Reactant: [CH3:1][O:2][C:3]([C:5]1[C:10](Br)=[C:9]([NH:12][CH2:13][C:14]2[O:15][CH:16]=[CH:17][CH:18]=2)[CH:8]=[C:7]([Cl:19])[N:6]=1)=[O:4].[CH3:20][Sn](C)(C)C.O. Product: [CH3:1][O:2][C:3]([C:5]1[C:10]([CH3:20])=[C:9]([NH:12][CH2:13][C:14]2[O:15][CH:16]=[CH:17][CH:18]=2)[CH:8]=[C:7]([Cl:19])[N:6]=1)=[O:4]. The catalyst class is: 558. (8) Reactant: [F:1][C:2]1[C:3](/[CH:8]=[N:9]/[C:10]2[CH:15]=[CH:14][C:13]([O:16][CH3:17])=[CH:12][CH:11]=2)=[N:4][CH:5]=[CH:6][CH:7]=1.C(N(CC)CC)C.[C:25]([O:28][CH2:29][C:30](Cl)=[O:31])(=[O:27])[CH3:26]. The catalyst class is: 4. Product: [C:25]([O:28][C@H:29]1[C@@H:8]([C:3]2[C:2]([F:1])=[CH:7][CH:6]=[CH:5][N:4]=2)[N:9]([C:10]2[CH:15]=[CH:14][C:13]([O:16][CH3:17])=[CH:12][CH:11]=2)[C:30]1=[O:31])(=[O:27])[CH3:26].